This data is from Reaction yield outcomes from USPTO patents with 853,638 reactions. The task is: Predict the reaction yield, written as a fraction of the theoretical maximum amount of product (1.0 means a 100% yield; for example, 0.34 means a 34% yield). (1) The reactants are Cl.Cl.[NH2:3][C:4]1[NH:8][C:7]2[CH:9]=[CH:10][C:11]([C:13]3[N:18]=[C:17]4[N:19]([CH2:23][CH:24]5[CH2:29][CH2:28][O:27][CH2:26][CH2:25]5)[C:20](=[O:22])[NH:21][C:16]4=[N:15][CH:14]=3)=[CH:12][C:6]=2[N:5]=1.C(OC(N(C(OC(C)(C)C)=O)C1N(C(OC(C)(C)C)=O)C2C=CC([Sn](C)(C)C)=CC=2N=1)=O)(C)(C)C.BrC1N=C2N(CC3CCOCC3)C(=O)NC2=NC=1. The catalyst is CN(C=O)C.Cl[Pd](Cl)([P](C1C=CC=CC=1)(C1C=CC=CC=1)C1C=CC=CC=1)[P](C1C=CC=CC=1)(C1C=CC=CC=1)C1C=CC=CC=1. The product is [NH2:3][C:4]1[NH:8][C:7]2[CH:9]=[CH:10][C:11]([C:13]3[N:18]=[C:17]4[N:19]([CH2:23][CH:24]5[CH2:25][CH2:26][O:27][CH2:28][CH2:29]5)[C:20](=[O:22])[NH:21][C:16]4=[N:15][CH:14]=3)=[CH:12][C:6]=2[N:5]=1. The yield is 0.127. (2) The reactants are C(Cl)(=O)C(Cl)=O.CS(C)=O.[C:11]([Si:15]([CH3:22])([CH3:21])[O:16][CH2:17][CH2:18][CH2:19][OH:20])([CH3:14])([CH3:13])[CH3:12].N1C=CC=CC=1.C(N(CC)CC)C. The catalyst is C(Cl)Cl. The product is [C:11]([Si:15]([CH3:22])([CH3:21])[O:16][CH2:17][CH2:18][CH:19]=[O:20])([CH3:14])([CH3:13])[CH3:12]. The yield is 0.800. (3) The reactants are C(OC(=O)C)(=O)C.[N+:8]([O-:11])(O)=[O:9].[CH3:12][O:13][CH2:14][C:15]1[C:20]([CH2:21][O:22][CH3:23])=[CH:19][CH:18]=[CH:17][C:16]=1[OH:24].COCC1C(COC)=C([N+]([O-])=O)C=CC=1O. The catalyst is C(#N)C.O. The product is [CH3:12][O:13][CH2:14][C:15]1[C:20]([CH2:21][O:22][CH3:23])=[CH:19][CH:18]=[C:17]([N+:8]([O-:11])=[O:9])[C:16]=1[OH:24]. The yield is 0.540.